Dataset: Reaction yield outcomes from USPTO patents with 853,638 reactions. Task: Predict the reaction yield, written as a fraction of the theoretical maximum amount of product (1.0 means a 100% yield; for example, 0.34 means a 34% yield). (1) The reactants are C1([C@@H]([NH:9][C@H:10]2[CH2:15][CH2:14][N:13]([C:16]([O:18][C:19]([CH3:22])([CH3:21])[CH3:20])=[O:17])[CH2:12][C@@H:11]2[C:23]([O:25][CH3:26])=[O:24])C)C=CC=CC=1.C([O-])=O.[NH4+]. The catalyst is CO.[Pd]. The product is [NH2:9][C@H:10]1[CH2:15][CH2:14][N:13]([C:16]([O:18][C:19]([CH3:20])([CH3:21])[CH3:22])=[O:17])[CH2:12][C@@H:11]1[C:23]([O:25][CH3:26])=[O:24]. The yield is 0.960. (2) The reactants are Cl[C:2]1[N:3]=[C:4]([NH:11][C:12]2[CH:17]=[CH:16][C:15]([O:18][CH3:19])=[C:14]([O:20][CH3:21])[CH:13]=2)[C:5]2[N:10]=[CH:9][S:8][C:6]=2[N:7]=1.CC1(C)C(C)(C)OB([C:30]2[CH:31]=[C:32]([CH:48]=[CH:49][CH:50]=2)[CH2:33][NH:34][C:35]2[CH:47]=[CH:46][C:38]([C:39]([O:41][C:42]([CH3:45])([CH3:44])[CH3:43])=[O:40])=[CH:37][CH:36]=2)O1.C([O-])([O-])=O.[Na+].[Na+]. The catalyst is O.O1CCOCC1.C1C=CC([P]([Pd]([P](C2C=CC=CC=2)(C2C=CC=CC=2)C2C=CC=CC=2)([P](C2C=CC=CC=2)(C2C=CC=CC=2)C2C=CC=CC=2)[P](C2C=CC=CC=2)(C2C=CC=CC=2)C2C=CC=CC=2)(C2C=CC=CC=2)C2C=CC=CC=2)=CC=1. The product is [CH3:21][O:20][C:14]1[CH:13]=[C:12]([NH:11][C:4]2[C:5]3[N:10]=[CH:9][S:8][C:6]=3[N:7]=[C:2]([C:30]3[CH:31]=[C:32]([CH:48]=[CH:49][CH:50]=3)[CH2:33][NH:34][C:35]3[CH:47]=[CH:46][C:38]([C:39]([O:41][C:42]([CH3:45])([CH3:43])[CH3:44])=[O:40])=[CH:37][CH:36]=3)[N:3]=2)[CH:17]=[CH:16][C:15]=1[O:18][CH3:19]. The yield is 0.410. (3) The reactants are [C:1]([O:5][C:6](=[O:15])[NH:7][C:8]1[CH:13]=[CH:12][C:11](I)=[CH:10][CH:9]=1)([CH3:4])([CH3:3])[CH3:2].C(N(CC)CC)C.[C:23]1([C:29]#[CH:30])[CH:28]=[CH:27][CH:26]=[CH:25][CH:24]=1. The catalyst is C1COCC1. The product is [C:1]([O:5][C:6](=[O:15])[NH:7][C:8]1[CH:13]=[CH:12][C:11]([C:30]#[C:29][C:23]2[CH:28]=[CH:27][CH:26]=[CH:25][CH:24]=2)=[CH:10][CH:9]=1)([CH3:4])([CH3:3])[CH3:2]. The yield is 0.800. (4) The reactants are [NH2:1][CH2:2][CH:3]([CH2:10][CH2:11][CH3:12])[CH2:4][C:5]([O:7]CC)=O.[OH:13][CH2:14][C:15](=[CH2:21])[C:16]([O:18][CH2:19][CH3:20])=[O:17].CCN(CC)CC. The catalyst is CCO.C1COCC1. The product is [OH:13][CH2:14][CH:15]([CH2:21][N:1]1[CH2:2][CH:3]([CH2:10][CH2:11][CH3:12])[CH2:4][C:5]1=[O:7])[C:16]([O:18][CH2:19][CH3:20])=[O:17]. The yield is 0.370. (5) The reactants are [BH4-].[Na+].[C:3]([C:6]1[O:7][CH:8]=[C:9]([C:11]([NH:13][CH2:14][C@@H:15]([N:17]2[CH:21]=[CH:20][C:19]([C:22]3[CH:27]=[CH:26][C:25]([C:28]#[N:29])=[C:24]([Cl:30])[C:23]=3[CH3:31])=[N:18]2)[CH3:16])=[O:12])[N:10]=1)(=[O:5])[CH3:4]. The catalyst is C(O)C. The product is [Cl:30][C:24]1[C:23]([CH3:31])=[C:22]([C:19]2[CH:20]=[CH:21][N:17]([C@@H:15]([CH3:16])[CH2:14][NH:13][C:11]([C:9]3[N:10]=[C:6]([CH:3]([OH:5])[CH3:4])[O:7][CH:8]=3)=[O:12])[N:18]=2)[CH:27]=[CH:26][C:25]=1[C:28]#[N:29]. The yield is 0.940.